From a dataset of Full USPTO retrosynthesis dataset with 1.9M reactions from patents (1976-2016). Predict the reactants needed to synthesize the given product. Given the product [C:1]([O:5][C:6]([N:8]1[C:12]2[CH:13]=[C:14]([CH2:16][O:17][S:27]([CH3:26])(=[O:29])=[O:28])[S:15][C:11]=2[C:10]([I:18])=[N:9]1)=[O:7])([CH3:4])([CH3:2])[CH3:3], predict the reactants needed to synthesize it. The reactants are: [C:1]([O:5][C:6]([N:8]1[C:12]2[CH:13]=[C:14]([CH2:16][OH:17])[S:15][C:11]=2[C:10]([I:18])=[N:9]1)=[O:7])([CH3:4])([CH3:3])[CH3:2].C(N(CC)CC)C.[CH3:26][S:27](Cl)(=[O:29])=[O:28].